This data is from Forward reaction prediction with 1.9M reactions from USPTO patents (1976-2016). The task is: Predict the product of the given reaction. (1) The product is: [C:11]([O:10][C:8]([N:15]1[CH2:18][CH:17]([N:4]2[CH2:5][CH2:6][NH:7][C:2](=[O:1])[CH2:3]2)[CH2:16]1)=[O:9])([CH3:14])([CH3:12])[CH3:13]. Given the reactants [O:1]=[C:2]1[NH:7][CH2:6][CH2:5][NH:4][CH2:3]1.[C:8]([N:15]1[CH2:18][C:17](=O)[CH2:16]1)([O:10][C:11]([CH3:14])([CH3:13])[CH3:12])=[O:9].[BH-](OC(C)=O)(OC(C)=O)OC(C)=O.[Na+], predict the reaction product. (2) Given the reactants [OH:1][C:2]1[CH:11]=[CH:10][CH:9]=[C:8]2[C:3]=1[CH:4]=[CH:5][C:6]([C:12]#[N:13])=[N:7]2.C(=O)([O-])[O-].[K+].[K+].[Br:20][CH2:21][CH2:22]Br, predict the reaction product. The product is: [Br:20][CH2:21][CH2:22][O:1][C:2]1[CH:11]=[CH:10][CH:9]=[C:8]2[C:3]=1[CH:4]=[CH:5][C:6]([C:12]#[N:13])=[N:7]2. (3) Given the reactants [O:1]1[C:5]([C:6]2[CH:11]=[CH:10][C:9]([NH:12][N:13]=[CH:14][C:15]3[CH:20]=[CH:19][C:18]([CH2:21][N:22]([CH3:24])[CH3:23])=[CH:17][CH:16]=3)=[CH:8][CH:7]=2)=[CH:4][N:3]=[CH:2]1.[CH3:25][C:26]([O:29][C:30](O[C:30]([O:29][C:26]([CH3:28])([CH3:27])[CH3:25])=[O:31])=[O:31])([CH3:28])[CH3:27], predict the reaction product. The product is: [C:26]([O:29][C:30]([N:12]([C:9]1[CH:10]=[CH:11][C:6]([C:5]2[O:1][CH:2]=[N:3][CH:4]=2)=[CH:7][CH:8]=1)[N:13]=[CH:14][C:15]1[CH:20]=[CH:19][C:18]([CH2:21][N:22]([CH3:24])[CH3:23])=[CH:17][CH:16]=1)=[O:31])([CH3:28])([CH3:27])[CH3:25]. (4) Given the reactants [C:1]([N:4]1[C:13]2[C:8](=[CH:9][C:10]([O:14][CH3:15])=[CH:11][CH:12]=2)[C@H:7]([NH:16]C(=O)OCC2C=CC=CC=2)[C@@H:6]([CH3:27])[C@@H:5]1[CH:28]1[CH2:30][CH2:29]1)(=[O:3])[CH3:2], predict the reaction product. The product is: [NH2:16][C@H:7]1[C:8]2[C:13](=[CH:12][CH:11]=[C:10]([O:14][CH3:15])[CH:9]=2)[N:4]([C:1](=[O:3])[CH3:2])[C@@H:5]([CH:28]2[CH2:30][CH2:29]2)[C@@H:6]1[CH3:27]. (5) Given the reactants [N+:1]([C:4]1[CH:5]=[C:6]([C:10]2[C:11]3[C:18]([C:19]([OH:21])=O)=[CH:17][N:16]([CH2:22][O:23][CH2:24][CH2:25][Si:26]([CH3:29])([CH3:28])[CH3:27])[C:12]=3[N:13]=[CH:14][N:15]=2)[CH:7]=[CH:8][CH:9]=1)([O-:3])=[O:2].Cl.[CH3:31][O:32][NH:33][CH3:34].CN(C(ON1N=NC2C=CC=NC1=2)=[N+](C)C)C.F[P-](F)(F)(F)(F)F.CCN(C(C)C)C(C)C, predict the reaction product. The product is: [CH3:31][O:32][N:33]([CH3:34])[C:19]([C:18]1[C:11]2[C:10]([C:6]3[CH:7]=[CH:8][CH:9]=[C:4]([N+:1]([O-:3])=[O:2])[CH:5]=3)=[N:15][CH:14]=[N:13][C:12]=2[N:16]([CH2:22][O:23][CH2:24][CH2:25][Si:26]([CH3:27])([CH3:28])[CH3:29])[CH:17]=1)=[O:21]. (6) Given the reactants [NH2:1][C:2]1[CH:3]=[CH:4][C:5]2[C:11](=[O:12])[C:10]3[CH:13]=[CH:14][C:15]([N+:17]([O-:19])=[O:18])=[CH:16][C:9]=3[CH2:8][O:7][C:6]=2[CH:20]=1.Cl[C:22]1[CH:27]=[CH:26][C:25]([F:28])=[CH:24][C:23]=1[F:29].C1(P(C2CCCCC2)C2C=CC=CC=2C2C(C(C)C)=CC(C(C)C)=CC=2C(C)C)CCCCC1.CC([O-])(C)C.[K+], predict the reaction product. The product is: [F:28][C:25]1[CH:24]=[C:23]([F:29])[CH:22]=[CH:27][C:26]=1[NH:1][C:2]1[CH:3]=[CH:4][C:5]2[C:11](=[O:12])[C:10]3[CH:13]=[CH:14][C:15]([N+:17]([O-:19])=[O:18])=[CH:16][C:9]=3[CH2:8][O:7][C:6]=2[CH:20]=1. (7) Given the reactants Br[C:2]1[S:3][CH:4]=[CH:5][N:6]=1.[NH2:7][C:8]1[CH:15]=[CH:14][C:11]([C:12]#[N:13])=[C:10]([OH:16])[CH:9]=1.Cl, predict the reaction product. The product is: [OH:16][C:10]1[CH:9]=[C:8]([NH:7][C:2]2[S:3][CH:4]=[CH:5][N:6]=2)[CH:15]=[CH:14][C:11]=1[C:12]#[N:13]. (8) Given the reactants [N:1]1[CH:6]=[CH:5][CH:4]=[CH:3][C:2]=1[C:7]1[CH:16]=[CH:15][C:14]2[C:9](=[CH:10][CH:11]=[CH:12][CH:13]=2)[N:8]=1.C(C1CC(C(OCC)=O)=C(C)NC=1C)(OCC)=O.C1(C2C=CC3C(=CC=CC=3)N=2)C=CC=CC=1, predict the reaction product. The product is: [N:1]1[CH:6]=[CH:5][CH:4]=[CH:3][C:2]=1[CH:7]1[CH2:16][CH2:15][C:14]2[C:9](=[CH:10][CH:11]=[CH:12][CH:13]=2)[NH:8]1.